This data is from NCI-60 drug combinations with 297,098 pairs across 59 cell lines. The task is: Regression. Given two drug SMILES strings and cell line genomic features, predict the synergy score measuring deviation from expected non-interaction effect. (1) Drug 1: CC1=C2C(C(=O)C3(C(CC4C(C3C(C(C2(C)C)(CC1OC(=O)C(C(C5=CC=CC=C5)NC(=O)C6=CC=CC=C6)O)O)OC(=O)C7=CC=CC=C7)(CO4)OC(=O)C)O)C)OC(=O)C. Drug 2: CS(=O)(=O)OCCCCOS(=O)(=O)C. Cell line: NCI-H322M. Synergy scores: CSS=26.2, Synergy_ZIP=-7.99, Synergy_Bliss=-7.19, Synergy_Loewe=-73.9, Synergy_HSA=-7.78. (2) Drug 1: CC1=C(C(CCC1)(C)C)C=CC(=CC=CC(=CC(=O)O)C)C. Drug 2: CN(C(=O)NC(C=O)C(C(C(CO)O)O)O)N=O. Cell line: RXF 393. Synergy scores: CSS=-1.41, Synergy_ZIP=1.28, Synergy_Bliss=1.51, Synergy_Loewe=0.344, Synergy_HSA=-0.805. (3) Drug 1: COC1=C(C=C2C(=C1)N=CN=C2NC3=CC(=C(C=C3)F)Cl)OCCCN4CCOCC4. Drug 2: C(CCl)NC(=O)N(CCCl)N=O. Cell line: COLO 205. Synergy scores: CSS=22.0, Synergy_ZIP=2.22, Synergy_Bliss=5.34, Synergy_Loewe=4.02, Synergy_HSA=5.43. (4) Drug 1: CNC(=O)C1=CC=CC=C1SC2=CC3=C(C=C2)C(=NN3)C=CC4=CC=CC=N4. Drug 2: C1CC(=O)NC(=O)C1N2CC3=C(C2=O)C=CC=C3N. Cell line: OVCAR-5. Synergy scores: CSS=4.09, Synergy_ZIP=-1.46, Synergy_Bliss=1.50, Synergy_Loewe=0.0606, Synergy_HSA=0.122.